Predict the product of the given reaction. From a dataset of Forward reaction prediction with 1.9M reactions from USPTO patents (1976-2016). Given the reactants Br[CH2:2][CH2:3][CH2:4][CH2:5][CH2:6][NH:7][C:8]([C:10]1[C:14]([NH:15][C:16]([C:18]2[CH:23]=[CH:22][CH:21]=[C:20]([C:24]3[CH:25]=[N:26][NH:27][CH:28]=3)[N:19]=2)=[O:17])=[CH:13][N:12]([CH3:29])[N:11]=1)=[O:9].[H-].[Na+], predict the reaction product. The product is: [CH3:29][N:12]1[CH:13]=[C:14]2[C:10]([C:8](=[O:9])[NH:7][CH2:6][CH2:5][CH2:4][CH2:3][CH2:2][N:26]3[CH:25]=[C:24]([C:20]4[N:19]=[C:18]([C:16](=[O:17])[NH:15]2)[CH:23]=[CH:22][CH:21]=4)[CH:28]=[N:27]3)=[N:11]1.